This data is from Full USPTO retrosynthesis dataset with 1.9M reactions from patents (1976-2016). The task is: Predict the reactants needed to synthesize the given product. (1) The reactants are: C1(C2OC(C(F)(F)F)=C(C(NC3C=CC(C4C=CC(C([C@@H]5CCC[C@H]5C(O)=O)=O)=CC=4)=CC=3)=O)N=2)C=CC=CC=1.[C:41]1([C:47]2[O:48][C:49]([C:78]([F:81])([F:80])[F:79])=[C:50]([C:52]([NH:54][C:55]3[CH:60]=[CH:59][C:58]([C:61]4[CH:66]=[CH:65][C:64]([C:67]([CH:69]5[CH2:74][CH2:73][CH2:72][CH2:71][CH:70]5[C:75]([OH:77])=[O:76])=[O:68])=[CH:63][CH:62]=4)=[CH:57][CH:56]=3)=[O:53])[N:51]=2)[CH:46]=[CH:45][CH:44]=[CH:43][CH:42]=1.C1(C2OC(C(F)(F)F)=C(C(O)=O)N=2)C=CC=CC=1.NC1C=CC(C2C=CC(C([C@H]3CCCC[C@H]3C(O)=O)=O)=CC=2)=CC=1. Given the product [C:41]1([C:47]2[O:48][C:49]([C:78]([F:80])([F:81])[F:79])=[C:50]([C:52]([NH:54][C:55]3[CH:56]=[CH:57][C:58]([C:61]4[CH:66]=[CH:65][C:64]([C:67]([C@H:69]5[CH2:74][CH2:73][CH2:72][CH2:71][C@H:70]5[C:75]([OH:77])=[O:76])=[O:68])=[CH:63][CH:62]=4)=[CH:59][CH:60]=3)=[O:53])[N:51]=2)[CH:46]=[CH:45][CH:44]=[CH:43][CH:42]=1, predict the reactants needed to synthesize it. (2) Given the product [Br:1][C:2]1[CH:3]=[C:4]([CH:21]=[C:22]([CH2:24][Br:46])[CH:23]=1)[CH2:5][O:6][C:7]1[CH:12]=[CH:11][CH:10]=[CH:9][C:8]=1[CH2:13][C:14]([O:16][C:17]([CH3:20])([CH3:19])[CH3:18])=[O:15], predict the reactants needed to synthesize it. The reactants are: [Br:1][C:2]1[CH:3]=[C:4]([CH:21]=[C:22]([CH2:24]O)[CH:23]=1)[CH2:5][O:6][C:7]1[CH:12]=[CH:11][CH:10]=[CH:9][C:8]=1[CH2:13][C:14]([O:16][C:17]([CH3:20])([CH3:19])[CH3:18])=[O:15].C1C=CC(P(C2C=CC=CC=2)C2C=CC=CC=2)=CC=1.C(Br)(Br)(Br)[Br:46]. (3) The reactants are: [CH3:1][C:2]1[N:10]=[CH:9][CH:8]=[C:7]([CH3:11])[C:3]=1C(O)=O.[N-:12]=[N+]=[N-].[Na+].O. Given the product [CH3:1][C:2]1[C:3]([NH2:12])=[C:7]([CH3:11])[CH:8]=[CH:9][N:10]=1, predict the reactants needed to synthesize it. (4) The reactants are: Cl[C:2]1[CH:3]=[C:4]2[C:8](=[C:9]([C:11]([F:14])([F:13])[F:12])[CH:10]=1)[C:7](=[O:15])[N:6]([CH2:16][C:17]1[CH:22]=[CH:21][C:20]([O:23][C:24]([F:27])([F:26])[F:25])=[CH:19][CH:18]=1)[CH2:5]2.[C-:28]#[N:29].[K+]. Given the product [O:15]=[C:7]1[C:8]2[C:4](=[CH:3][C:2]([C:28]#[N:29])=[CH:10][C:9]=2[C:11]([F:14])([F:12])[F:13])[CH2:5][N:6]1[CH2:16][C:17]1[CH:18]=[CH:19][C:20]([O:23][C:24]([F:26])([F:27])[F:25])=[CH:21][CH:22]=1, predict the reactants needed to synthesize it.